From a dataset of Retrosynthesis with 50K atom-mapped reactions and 10 reaction types from USPTO. Predict the reactants needed to synthesize the given product. (1) Given the product c1ccc2c(c1)CC1CNCCCN21, predict the reactants needed to synthesize it. The reactants are: c1ccc(CN2CCCN3c4ccccc4CC3C2)cc1. (2) Given the product Cn1c(=O)oc2cc(C(=O)Cc3ccc(Br)cc3Cl)ccc21, predict the reactants needed to synthesize it. The reactants are: Clc1cc(Br)ccc1CBr.Cn1c(=O)oc2cc(C(=O)Cl)ccc21. (3) The reactants are: Nc1nccs1.O=C(O)[C@H](CC1CCCCO1)c1ccc(Cl)c(Cl)c1. Given the product O=C(Nc1nccs1)[C@H](CC1CCCCO1)c1ccc(Cl)c(Cl)c1, predict the reactants needed to synthesize it.